The task is: Predict the product of the given reaction.. This data is from Forward reaction prediction with 1.9M reactions from USPTO patents (1976-2016). (1) Given the reactants [C:1]([C:3]1[NH:7][C:6]([C:8]2[CH:13]=[CH:12][C:11]([NH:14][S:15]([CH2:18][CH3:19])(=[O:17])=[O:16])=[CH:10][CH:9]=2)=[CH:5][CH:4]=1)#[N:2].[CH3:20][C:21](C)([O-])C.[K+].C(I)C.CN(C)C=O, predict the reaction product. The product is: [C:1]([C:3]1[N:7]([CH2:20][CH3:21])[C:6]([C:8]2[CH:9]=[CH:10][C:11]([NH:14][S:15]([CH2:18][CH3:19])(=[O:17])=[O:16])=[CH:12][CH:13]=2)=[CH:5][CH:4]=1)#[N:2]. (2) Given the reactants CC(OC([NH:8][NH:9][C:10]([C:12]1[CH:21]=[CH:20][C:15]([C:16]([O:18][CH3:19])=[O:17])=[CH:14][CH:13]=1)=[O:11])=O)(C)C, predict the reaction product. The product is: [NH:9]([C:10]([C:12]1[CH:21]=[CH:20][C:15]([C:16]([O:18][CH3:19])=[O:17])=[CH:14][CH:13]=1)=[O:11])[NH2:8].